Dataset: Full USPTO retrosynthesis dataset with 1.9M reactions from patents (1976-2016). Task: Predict the reactants needed to synthesize the given product. (1) Given the product [CH2:21]([O:24][C:25](=[O:33])[CH:26]([CH2:41][C:40]1[CH:43]=[CH:44][CH:45]=[C:38]([C:37]([F:36])([F:46])[F:47])[CH:39]=1)[C:27]([O:29][CH2:30][CH:31]=[CH2:32])=[O:28])[CH:22]=[CH2:23], predict the reactants needed to synthesize it. The reactants are: C(OC(=O)C(CC1C=NC=CC=1)C(OCC=C)=O)C=C.[CH2:21]([O:24][C:25](=[O:33])[CH2:26][C:27]([O:29][CH2:30][CH:31]=[CH2:32])=[O:28])[CH:22]=[CH2:23].[H-].[Na+].[F:36][C:37]([F:47])([F:46])[C:38]1[CH:39]=[C:40]([CH:43]=[CH:44][CH:45]=1)[CH2:41]Br. (2) Given the product [OH:42][CH2:41][C:21]1[C:22]([N:26]2[CH2:27][CH2:28][N:29]3[C:30]4[CH:31]5[CH2:40][CH:34]([C:35]=4[CH:36]=[C:37]3[C:38]2=[O:39])[CH2:33][CH2:32]5)=[N:23][CH:24]=[CH:25][C:20]=1[C:4]1[CH:5]=[C:6]([NH:9][C:10]2[CH:19]=[C:13]3[CH2:14][N:15]([CH3:18])[CH2:16][CH2:17][N:12]3[N:11]=2)[C:7](=[O:8])[N:2]([CH3:1])[CH:3]=1, predict the reactants needed to synthesize it. The reactants are: [CH3:1][N:2]1[C:7](=[O:8])[C:6]([NH:9][C:10]2[CH:19]=[C:13]3[CH2:14][N:15]([CH3:18])[CH2:16][CH2:17][N:12]3[N:11]=2)=[CH:5][C:4]([C:20]2[CH:25]=[CH:24][N:23]=[C:22]([N:26]3[C:38](=[O:39])[C:37]4[N:29]([C:30]5[C@H:31]6[CH2:40][C@@H:34]([C:35]=5[CH:36]=4)[CH2:33][CH2:32]6)[CH2:28][CH2:27]3)[C:21]=2[CH:41]=[O:42])=[CH:3]1.[BH4-].[Na+]. (3) Given the product [Cl:22][C:23]1[CH:28]=[C:27]([Cl:29])[CH:26]=[CH:25][C:24]=1[CH2:30][CH2:31][C@H:32]1[C:41]2[C:36](=[CH:37][C:38]([O:44][CH3:45])=[C:39]([O:42][CH3:43])[CH:40]=2)[CH2:35][CH2:34][N:33]1[C@H:4]([C:5]1[CH:6]=[CH:7][CH:8]=[CH:9][CH:10]=1)[C:1]([NH2:2])=[O:3], predict the reactants needed to synthesize it. The reactants are: [C:1]([CH:4](OS(C1C=CC(C)=CC=1)(=O)=O)[C:5]1[CH:10]=[CH:9][CH:8]=[CH:7][CH:6]=1)(=[O:3])[NH2:2].[Cl:22][C:23]1[CH:28]=[C:27]([Cl:29])[CH:26]=[CH:25][C:24]=1[CH2:30][CH2:31][C@H:32]1[C:41]2[C:36](=[CH:37][C:38]([O:44][CH3:45])=[C:39]([O:42][CH3:43])[CH:40]=2)[CH2:35][CH2:34][NH:33]1. (4) Given the product [C:12]([O:11][C:9]([NH:16][C:17]1[S:18][C:19]([S:22][CH2:23][CH2:24][C:25]([O:27][CH3:28])=[O:26])=[CH:20][N:21]=1)=[O:10])([CH3:13])([CH3:14])[CH3:15], predict the reactants needed to synthesize it. The reactants are: [CH3:13][C:12]([O:11][C:9](O[C:9]([O:11][C:12]([CH3:15])([CH3:14])[CH3:13])=[O:10])=[O:10])([CH3:15])[CH3:14].[NH2:16][C:17]1[S:18][C:19]([S:22][CH2:23][CH2:24][C:25]([O:27][CH3:28])=[O:26])=[CH:20][N:21]=1.CCN(CC)CC. (5) The reactants are: [CH:1]([C@H:4]1[C@@H:8]2[C@@H:9]3[C@@:22]([CH3:25])([CH2:23][CH2:24][C@@:7]2([C:40]([OH:42])=O)[CH2:6][CH2:5]1)[C@@:21]1([CH3:26])[C@@H:12]([C@:13]2([CH3:39])[C@@H:18]([CH2:19][CH2:20]1)[C:17]([CH3:28])([CH3:27])[C@@H:16]([C:29]1[CH:34]=[CH:33][C:32]([C:35]([O:37][CH3:38])=[O:36])=[CH:31][CH:30]=1)[CH2:15][CH2:14]2)[CH2:11][CH2:10]3)([CH3:3])[CH3:2].C(Cl)(=O)C([Cl:46])=O. Given the product [Cl:46][C:40]([C@:7]12[CH2:6][CH2:5][C@@H:4]([CH:1]([CH3:3])[CH3:2])[C@@H:8]1[C@@H:9]1[C@@:22]([CH3:25])([CH2:23][CH2:24]2)[C@@:21]2([CH3:26])[C@@H:12]([C@:13]3([CH3:39])[C@@H:18]([CH2:19][CH2:20]2)[C:17]([CH3:27])([CH3:28])[C@@H:16]([C:29]2[CH:34]=[CH:33][C:32]([C:35]([O:37][CH3:38])=[O:36])=[CH:31][CH:30]=2)[CH2:15][CH2:14]3)[CH2:11][CH2:10]1)=[O:42], predict the reactants needed to synthesize it. (6) The reactants are: C([O:3][C:4](=[O:33])[C:5]1[CH:10]=[C:9]([N:11]2[C:15]([CH3:16])=[CH:14][CH:13]=[C:12]2[C:17]2[CH:22]=[CH:21][CH:20]=[CH:19][C:18]=2[O:23][CH2:24][C:25]2[CH:30]=[CH:29][C:28]([F:31])=[CH:27][C:26]=2[F:32])[CH:8]=[N:7][CH:6]=1)C.C(O)C. Given the product [F:32][C:26]1[CH:27]=[C:28]([F:31])[CH:29]=[CH:30][C:25]=1[CH2:24][O:23][C:18]1[CH:19]=[CH:20][CH:21]=[CH:22][C:17]=1[C:12]1[N:11]([C:9]2[CH:8]=[N:7][CH:6]=[C:5]([CH:10]=2)[C:4]([OH:33])=[O:3])[C:15]([CH3:16])=[CH:14][CH:13]=1, predict the reactants needed to synthesize it. (7) Given the product [F:20][C:2]([F:19])([F:1])[C:3]1[CH:8]=[CH:7][C:6]([CH:9]2[CH2:14][N:13]([C:28]([O:29][C:30]3[CH:31]=[CH:32][C:33]([N+:36]([O-:38])=[O:37])=[CH:34][CH:35]=3)=[O:39])[CH2:12][CH:11]([C:15]([O:17][CH3:18])=[O:16])[CH2:10]2)=[CH:5][CH:4]=1, predict the reactants needed to synthesize it. The reactants are: [F:1][C:2]([F:20])([F:19])[C:3]1[CH:8]=[CH:7][C:6]([CH:9]2[CH2:14][NH:13][CH2:12][CH:11]([C:15]([O:17][CH3:18])=[O:16])[CH2:10]2)=[CH:5][CH:4]=1.C(N(CC)CC)C.[C:28](Cl)(=[O:39])[O:29][C:30]1[CH:35]=[CH:34][C:33]([N+:36]([O-:38])=[O:37])=[CH:32][CH:31]=1.